From a dataset of Forward reaction prediction with 1.9M reactions from USPTO patents (1976-2016). Predict the product of the given reaction. (1) The product is: [Cl:15][C:12]1[CH:11]=[CH:10][C:9]([CH2:8][CH:3]([NH:2][C:23]([O:25][CH2:26][CH3:27])=[O:24])[C:4]([O:6][CH3:7])=[O:5])=[CH:14][CH:13]=1. Given the reactants Cl.[NH2:2][CH:3]([CH2:8][C:9]1[CH:14]=[CH:13][C:12]([Cl:15])=[CH:11][CH:10]=1)[C:4]([O:6][CH3:7])=[O:5].N1C=CC=CC=1.Cl[C:23]([O:25][CH2:26][CH3:27])=[O:24], predict the reaction product. (2) The product is: [NH2:87][C:47]1[CH:48]=[CH:49][N:44]([CH:22]([CH2:23][O:24][C:25]([C:26]2[CH:27]=[CH:28][CH:29]=[CH:30][CH:31]=2)([C:38]2[CH:43]=[CH:42][CH:41]=[CH:40][CH:39]=2)[C:55]2[CH:56]=[CH:57][CH:58]=[CH:59][CH:60]=2)[CH2:21][O:20][C:1]([C:86]2[CH:85]=[CH:79][CH:78]=[CH:77][CH:76]=2)([C:14]2[CH:19]=[CH:18][CH:17]=[CH:16][CH:15]=2)[C:2]2[CH:3]=[CH:4][CH:5]=[CH:6][CH:7]=2)[C:45](=[O:51])[N:46]=1. Given the reactants [C:1]([O:20][CH2:21][CH:22]([N:44]1[CH:49]=[CH:48][C:47](=O)[NH:46][C:45]1=[O:51])[CH2:23][O:24][C:25]([C:38]1[CH:43]=[CH:42][CH:41]=[CH:40][CH:39]=1)(C1C=CC=CC=1)[C:26]1[CH:31]=[CH:30][CH:29]=[CH:28][CH:27]=1)([C:14]1[CH:19]=[CH:18][CH:17]=[CH:16][CH:15]=1)(C1C=CC=CC=1)[C:2]1[CH:7]=[CH:6][CH:5]=[CH:4][CH:3]=1.C([C:55]1[CH:60]=[C:59](C(C)C)[CH:58]=[C:57](C(C)C)[C:56]=1S(Cl)(=O)=O)(C)C.CN(C1[CH:79]=[CH:78][CH:77]=[CH:76]N=1)C.CCN([CH2:85][CH3:86])CC.[NH4+:87].[OH-], predict the reaction product. (3) The product is: [Cl:20][C:16]1[CH:17]=[CH:18][CH:19]=[C:11]([Cl:10])[C:12]=1[C:13]([N:63]1[CH2:62][CH2:61][N:60]([C:43](=[O:42])[CH2:44][NH:45][C:46]([C:48]2[CH:53]=[CH:52][C:51]([C:54]3[CH:59]=[CH:58][CH:57]=[CH:56][CH:55]=3)=[CH:50][CH:49]=2)=[O:47])[CH2:65][CH2:64]1)=[O:15]. Given the reactants CCN(C(C)C)C(C)C.[Cl:10][C:11]1[CH:19]=[CH:18][CH:17]=[C:16]([Cl:20])[C:12]=1[C:13]([OH:15])=O.C1C=CC2N(O)N=NC=2C=1.CCN=C=NCCCN(C)C.[O:42]=[C:43]([N:60]1[CH2:65][CH2:64][NH:63][CH2:62][CH2:61]1)[CH2:44][NH:45][C:46]([C:48]1[CH:53]=[CH:52][C:51]([C:54]2[CH:59]=[CH:58][CH:57]=[CH:56][CH:55]=2)=[CH:50][CH:49]=1)=[O:47], predict the reaction product. (4) Given the reactants [OH-].[Na+].[Br:3][C:4]1[CH:9]=[C:8]([Cl:10])[CH:7]=[CH:6][C:5]=1[OH:11].S(OC)(O[CH3:16])(=O)=O.Cl, predict the reaction product. The product is: [Br:3][C:4]1[CH:9]=[C:8]([Cl:10])[CH:7]=[CH:6][C:5]=1[O:11][CH3:16].